From a dataset of Forward reaction prediction with 1.9M reactions from USPTO patents (1976-2016). Predict the product of the given reaction. (1) Given the reactants [CH:1]1([CH2:4][O:5][C:6]2[CH:11]=[CH:10][C:9]([CH2:12][CH3:13])=[CH:8][C:7]=2[C:14]2[C:15]3[N:22]([CH2:23][O:24][CH2:25][CH2:26][Si:27]([CH3:30])([CH3:29])[CH3:28])[C:21]([CH3:31])=[C:20]([C:32](O)=[O:33])[C:16]=3[N:17]=[CH:18][N:19]=2)[CH2:3][CH2:2]1.[NH2:35][CH:36]1[CH2:41][CH2:40][N:39]([C:42]([O:44][C:45]([CH3:48])([CH3:47])[CH3:46])=[O:43])[CH2:38][CH2:37]1, predict the reaction product. The product is: [CH:1]1([CH2:4][O:5][C:6]2[CH:11]=[CH:10][C:9]([CH2:12][CH3:13])=[CH:8][C:7]=2[C:14]2[C:15]3[N:22]([CH2:23][O:24][CH2:25][CH2:26][Si:27]([CH3:28])([CH3:29])[CH3:30])[C:21]([CH3:31])=[C:20]([C:32]([NH:35][CH:36]4[CH2:37][CH2:38][N:39]([C:42]([O:44][C:45]([CH3:48])([CH3:47])[CH3:46])=[O:43])[CH2:40][CH2:41]4)=[O:33])[C:16]=3[N:17]=[CH:18][N:19]=2)[CH2:2][CH2:3]1. (2) Given the reactants [CH3:1][O:2][C:3](=[O:11])[C:4]1[CH:9]=[CH:8][CH:7]=[N:6][C:5]=1Cl.[F:12][C:13]([F:24])([F:23])[C:14]1[CH:19]=[CH:18][C:17](B(O)O)=[CH:16][CH:15]=1, predict the reaction product. The product is: [CH3:1][O:2][C:3](=[O:11])[C:4]1[CH:9]=[CH:8][CH:7]=[N:6][C:5]=1[C:17]1[CH:18]=[CH:19][C:14]([C:13]([F:24])([F:23])[F:12])=[CH:15][CH:16]=1. (3) Given the reactants [Cl:1][C:2]1[CH:3]=[C:4]2[C:9](=[CH:10][C:11]=1[Cl:12])[C:8]([OH:13])=[C:7]([C:14](=[O:19])[CH2:15][CH2:16][CH:17]=[O:18])[C:6](=[O:20])[C:5]2([CH3:22])[CH3:21].[OH:23]OS([O-])=O.[K+], predict the reaction product. The product is: [Cl:1][C:2]1[CH:3]=[C:4]2[C:9](=[CH:10][C:11]=1[Cl:12])[C:8](=[O:13])[C:7]([C:14](=[O:19])[CH2:15][CH2:16][C:17]([OH:23])=[O:18])=[C:6]([OH:20])[C:5]2([CH3:22])[CH3:21]. (4) Given the reactants C(OC(=O)[NH:7][CH2:8][CH2:9][CH2:10][CH2:11][N:12]1[C:24]2[C:23]3[CH:22]=[CH:21][C:20]([O:25][CH2:26][C:27]4[CH:32]=[CH:31][CH:30]=[CH:29][CH:28]=4)=[CH:19][C:18]=3[N:17]=[CH:16][C:15]=2[N:14]=[C:13]1[CH2:33][O:34][CH2:35][CH3:36])(C)(C)C.[ClH:38], predict the reaction product. The product is: [ClH:38].[ClH:38].[CH2:26]([O:25][C:20]1[CH:21]=[CH:22][C:23]2[C:24]3[N:12]([CH2:11][CH2:10][CH2:9][CH2:8][NH2:7])[C:13]([CH2:33][O:34][CH2:35][CH3:36])=[N:14][C:15]=3[CH:16]=[N:17][C:18]=2[CH:19]=1)[C:27]1[CH:32]=[CH:31][CH:30]=[CH:29][CH:28]=1. (5) The product is: [CH3:32][N:33]([CH3:43])[C:34]1[CH:39]=[CH:38][C:37]([NH:40][C:41]([NH:1][CH2:2][C:3]2[N:7]3[C:8]([N:12]4[CH2:13][CH2:14][N:15]([CH3:18])[CH2:16][CH2:17]4)=[CH:9][CH:10]=[CH:11][C:6]3=[N:5][C:4]=2[CH2:19][N:20]([CH3:31])[C@@H:21]2[C:30]3[N:29]=[CH:28][CH:27]=[CH:26][C:25]=3[CH2:24][CH2:23][CH2:22]2)=[O:42])=[CH:36][CH:35]=1. Given the reactants [NH2:1][CH2:2][C:3]1[N:7]2[C:8]([N:12]3[CH2:17][CH2:16][N:15]([CH3:18])[CH2:14][CH2:13]3)=[CH:9][CH:10]=[CH:11][C:6]2=[N:5][C:4]=1[CH2:19][N:20]([CH3:31])[C@@H:21]1[C:30]2[N:29]=[CH:28][CH:27]=[CH:26][C:25]=2[CH2:24][CH2:23][CH2:22]1.[CH3:32][N:33]([CH3:43])[C:34]1[CH:39]=[CH:38][C:37]([N:40]=[C:41]=[O:42])=[CH:36][CH:35]=1, predict the reaction product. (6) Given the reactants [CH3:1][N:2]1[CH2:7][CH2:6][C:5]([C:15]2[CH:20]=[CH:19][C:18]([Cl:21])=[C:17]([Cl:22])[CH:16]=2)([CH2:8][NH:9][C:10](OCC)=O)[CH2:4][CH2:3]1.[H-].[H-].[H-].[H-].[Li+].[Al+3].[O-]S([O-])(=O)=O.[Na+].[Na+], predict the reaction product. The product is: [CH3:1][N:2]1[CH2:3][CH2:4][C:5]([C:15]2[CH:20]=[CH:19][C:18]([Cl:21])=[C:17]([Cl:22])[CH:16]=2)([CH2:8][NH:9][CH3:10])[CH2:6][CH2:7]1. (7) Given the reactants [CH2:1]([O:8][CH2:9][C:10]([C:15]1[CH:20]=[CH:19][C:18]([Br:21])=[CH:17][CH:16]=1)([CH2:13][OH:14])[CH2:11]O)[C:2]1[CH:7]=[CH:6][CH:5]=[CH:4][CH:3]=1.[Li]CCCC.C1(C)C=CC(S(Cl)(=O)=O)=CC=1, predict the reaction product. The product is: [CH2:1]([O:8][CH2:9][C:10]1([C:15]2[CH:20]=[CH:19][C:18]([Br:21])=[CH:17][CH:16]=2)[CH2:13][O:14][CH2:11]1)[C:2]1[CH:7]=[CH:6][CH:5]=[CH:4][CH:3]=1.